From a dataset of Full USPTO retrosynthesis dataset with 1.9M reactions from patents (1976-2016). Predict the reactants needed to synthesize the given product. (1) Given the product [NH2:53][C:5]1[CH:4]=[C:3]([O:2][CH3:1])[CH:8]=[CH:7][C:6]=1[NH:9][S:10]([C:13]1[CH:35]=[CH:34][C:16]([O:17][CH2:18][C:19]([O:21][CH2:22][CH2:23][S:24]([C:27]2[CH:28]=[CH:29][C:30]([CH3:33])=[CH:31][CH:32]=2)(=[O:25])=[O:26])=[O:20])=[C:15]([O:36][CH2:37][C:38]([O:40][CH2:41][CH2:42][S:43]([C:46]2[CH:51]=[CH:50][C:49]([CH3:52])=[CH:48][CH:47]=2)(=[O:44])=[O:45])=[O:39])[CH:14]=1)(=[O:11])=[O:12], predict the reactants needed to synthesize it. The reactants are: [CH3:1][O:2][C:3]1[CH:8]=[CH:7][C:6]([NH:9][S:10]([C:13]2[CH:35]=[CH:34][C:16]([O:17][CH2:18][C:19]([O:21][CH2:22][CH2:23][S:24]([C:27]3[CH:32]=[CH:31][C:30]([CH3:33])=[CH:29][CH:28]=3)(=[O:26])=[O:25])=[O:20])=[C:15]([O:36][CH2:37][C:38]([O:40][CH2:41][CH2:42][S:43]([C:46]3[CH:51]=[CH:50][C:49]([CH3:52])=[CH:48][CH:47]=3)(=[O:45])=[O:44])=[O:39])[CH:14]=2)(=[O:12])=[O:11])=[C:5]([N+:53]([O-])=O)[CH:4]=1. (2) Given the product [OH:1][C:2]1[C:11]2[C:6](=[N:7][CH:8]=[C:9]([C:35]3[N:40]=[C:39]([CH3:41])[CH:38]=[CH:37][N:36]=3)[CH:10]=2)[N:5]([CH3:21])[C:4](=[O:22])[C:3]=1[C:23]([NH:25][CH2:26][C:27]([OH:29])=[O:28])=[O:24], predict the reactants needed to synthesize it. The reactants are: [OH:1][C:2]1[C:11]2[C:6](=[N:7][CH:8]=[C:9](B3OC(C)(C)C(C)(C)O3)[CH:10]=2)[N:5]([CH3:21])[C:4](=[O:22])[C:3]=1[C:23]([NH:25][CH2:26][C:27]([O:29]C(C)(C)C)=[O:28])=[O:24].Cl[C:35]1[N:40]=[C:39]([CH3:41])[CH:38]=[CH:37][N:36]=1. (3) The reactants are: [CH3:1][N:2]([CH3:8])[CH2:3][CH2:4][CH2:5][NH:6][CH3:7].CCN(C(C)C)C(C)C.[N:18]([C:21]([CH3:27])([CH3:26])[CH2:22][C:23](Cl)=[O:24])=[N+:19]=[N-:20].[OH-].[Na+]. Given the product [N:18]([C:21]([CH3:27])([CH3:26])[CH2:22][C:23]([N:6]([CH2:5][CH2:4][CH2:3][N:2]([CH3:8])[CH3:1])[CH3:7])=[O:24])=[N+:19]=[N-:20], predict the reactants needed to synthesize it. (4) Given the product [Br:22][C:12]1[N:13]=[C:14]([C:15]2[CH:20]=[CH:19][C:18]([Cl:21])=[CH:17][CH:16]=2)[C:9]([O:25][CH2:4][CH2:3][O:2][CH3:1])=[N:10][CH:11]=1, predict the reactants needed to synthesize it. The reactants are: [CH3:1][O:2][CH:3](O)[CH3:4].[H-].[Na+].Br[C:9]1[C:14]([C:15]2[CH:20]=[CH:19][C:18]([Cl:21])=[CH:17][CH:16]=2)=[N:13][C:12]([Br:22])=[CH:11][N:10]=1.CS(C)=[O:25].